This data is from Forward reaction prediction with 1.9M reactions from USPTO patents (1976-2016). The task is: Predict the product of the given reaction. Given the reactants [CH2:1]([N:8]1[C:18]2[C:13](=[CH:14][CH:15]=[CH:16][CH:17]=2)[C:11](=[O:12])[C:9]1=[O:10])[C:2]1[CH:7]=[CH:6][CH:5]=[CH:4][CH:3]=1.[N+:19]([CH3:22])([O-:21])=[O:20], predict the reaction product. The product is: [CH2:1]([N:8]1[C:18]2[C:13](=[CH:14][CH:15]=[CH:16][CH:17]=2)[C:11]([OH:12])([CH2:22][N+:19]([O-:21])=[O:20])[C:9]1=[O:10])[C:2]1[CH:7]=[CH:6][CH:5]=[CH:4][CH:3]=1.